From a dataset of Peptide-MHC class II binding affinity with 134,281 pairs from IEDB. Regression. Given a peptide amino acid sequence and an MHC pseudo amino acid sequence, predict their binding affinity value. This is MHC class II binding data. (1) The peptide sequence is RYANPIAFFRKEPLK. The MHC is HLA-DQA10101-DQB10501 with pseudo-sequence HLA-DQA10101-DQB10501. The binding affinity (normalized) is 0.534. (2) The peptide sequence is SWIQSIPFVHLGHRD. The MHC is HLA-DQA10501-DQB10301 with pseudo-sequence HLA-DQA10501-DQB10301. The binding affinity (normalized) is 0.403. (3) The peptide sequence is EPGKNPKNFQTMPGT. The MHC is DRB1_1501 with pseudo-sequence DRB1_1501. The binding affinity (normalized) is 0.436.